Predict which catalyst facilitates the given reaction. From a dataset of Catalyst prediction with 721,799 reactions and 888 catalyst types from USPTO. (1) Reactant: [NH2:1][C:2]1[N:6]([C:7]2([CH2:20][OH:21])[CH2:12][CH2:11][N:10]([CH2:13][C:14]3[CH:19]=[CH:18][CH:17]=[CH:16][CH:15]=3)[CH2:9][CH2:8]2)[N:5]=[C:4]([C:22]2[CH:27]=[CH:26][C:25]([O:28][C:29]3[CH:34]=[CH:33][CH:32]=[CH:31][CH:30]=3)=[CH:24][CH:23]=2)[C:3]=1[C:35]#[N:36].[CH3:37][S:38](Cl)(=[O:40])=[O:39]. Product: [CH3:37][S:38]([O:21][CH2:20][C:7]1([N:6]2[C:2]([NH2:1])=[C:3]([C:35]#[N:36])[C:4]([C:22]3[CH:23]=[CH:24][C:25]([O:28][C:29]4[CH:34]=[CH:33][CH:32]=[CH:31][CH:30]=4)=[CH:26][CH:27]=3)=[N:5]2)[CH2:12][CH2:11][N:10]([CH2:13][C:14]2[CH:15]=[CH:16][CH:17]=[CH:18][CH:19]=2)[CH2:9][CH2:8]1)(=[O:40])=[O:39]. The catalyst class is: 2. (2) Reactant: [C:1]([C:3]1[C:12](I)=[CH:11][C:6]([C:7]([O:9][CH3:10])=[O:8])=[C:5]([C:14]([F:17])([F:16])[F:15])[CH:4]=1)#[N:2].CC1(C)C2C(=C(P(C3C=CC=CC=3)C3C=CC=CC=3)C=CC=2)OC2C(P(C3C=CC=CC=3)C3C=CC=CC=3)=CC=CC1=2.C(=O)([O-])[O-].[Cs+].[Cs+].[C@H:66]([NH2:70])([CH2:68][CH3:69])[CH3:67]. Product: [C@H:66]([NH:70][C:12]1[C:3]([C:1]#[N:2])=[CH:4][C:5]([C:14]([F:17])([F:16])[F:15])=[C:6]([CH:11]=1)[C:7]([O:9][CH3:10])=[O:8])([CH2:68][CH3:69])[CH3:67]. The catalyst class is: 62. (3) Reactant: [CH3:1][C:2]([Si:5](Cl)([CH3:7])[CH3:6])([CH3:4])[CH3:3].[CH:9]1([C@H:12]2[N:16]([C:17]([O:19][C:20]([CH3:23])([CH3:22])[CH3:21])=[O:18])[CH:15]([CH2:24][OH:25])[CH:14]([OH:26])[CH2:13]2)[CH2:11][CH2:10]1. Product: [Si:5]([O:25][CH2:24][CH:15]1[CH:14]([OH:26])[CH2:13][C@@H:12]([CH:9]2[CH2:10][CH2:11]2)[N:16]1[C:17]([O:19][C:20]([CH3:23])([CH3:22])[CH3:21])=[O:18])([C:2]([CH3:4])([CH3:3])[CH3:1])([CH3:7])[CH3:6]. The catalyst class is: 298. (4) Reactant: [OH-].[Na+].C[O:4][C:5](=[O:50])[C:6]1[CH:11]=[CH:10][C:9]([N:12]2[CH2:18][CH2:17][CH2:16][C@H:15]([N:19]([CH2:26][C:27]3[CH:32]=[C:31]([C:33]([F:36])([F:35])[F:34])[CH:30]=[C:29]([C:37]([F:40])([F:39])[F:38])[CH:28]=3)[C:20]3[N:21]=[N:22][N:23]([CH3:25])[N:24]=3)[C:14]3[CH:41]=[C:42]([CH3:49])[C:43]([C:45]([F:48])([F:47])[F:46])=[CH:44][C:13]2=3)=[CH:8][CH:7]=1.Cl. Product: [F:35][C:33]([F:34])([F:36])[C:31]1[CH:32]=[C:27]([CH:28]=[C:29]([C:37]([F:40])([F:38])[F:39])[CH:30]=1)[CH2:26][N:19]([C:20]1[N:21]=[N:22][N:23]([CH3:25])[N:24]=1)[C@H:15]1[CH2:16][CH2:17][CH2:18][N:12]([C:9]2[CH:8]=[CH:7][C:6]([C:5]([OH:50])=[O:4])=[CH:11][CH:10]=2)[C:13]2[CH:44]=[C:43]([C:45]([F:46])([F:47])[F:48])[C:42]([CH3:49])=[CH:41][C:14]1=2. The catalyst class is: 5. (5) Reactant: [C:1]([C:5]1[N:10]=[C:9]([N:11]2[CH2:16][CH2:15][N:14]([CH2:17][CH2:18][CH2:19][CH2:20][NH2:21])[CH2:13][CH2:12]2)[CH:8]=[C:7]([C:22]([F:25])([F:24])[F:23])[N:6]=1)([CH3:4])([CH3:3])[CH3:2].C1N=CN([C:31]([N:33]2[CH:37]=N[CH:35]=[CH:34]2)=[O:32])C=1.[N:38]1([CH:44]2CCNC[CH2:45]2)[CH2:43][CH2:42][CH2:41][CH2:40][CH2:39]1. Product: [C:1]([C:5]1[N:10]=[C:9]([N:11]2[CH2:16][CH2:15][N:14]([CH2:17][CH2:18][CH2:19][CH2:20][NH:21][C:31]([N:33]3[CH2:34][CH2:35][CH:44]([N:38]4[CH2:43][CH2:42][CH2:41][CH2:40][CH2:39]4)[CH2:45][CH2:37]3)=[O:32])[CH2:13][CH2:12]2)[CH:8]=[C:7]([C:22]([F:24])([F:25])[F:23])[N:6]=1)([CH3:4])([CH3:2])[CH3:3]. The catalyst class is: 147. (6) Reactant: [CH:1]1([N:4]([CH:19]2[CH2:24][CH2:23][NH:22][CH2:21][CH2:20]2)[C:5]([C:7]2[CH:8]=[N:9][C:10]([N:13]3[CH:17]=[CH:16][N:15]=[C:14]3[CH3:18])=[N:11][CH:12]=2)=[O:6])[CH2:3][CH2:2]1.[N+](C1C=CC([O:34][C:35](=O)[O:36][C:37]2([CH3:40])[CH2:39][CH2:38]2)=CC=1)([O-])=O.C(N(C(C)C)C(C)C)C.CN(C)C=O. Product: [CH3:40][C:37]1([O:36][C:35]([N:22]2[CH2:23][CH2:24][CH:19]([N:4]([CH:1]3[CH2:3][CH2:2]3)[C:5]([C:7]3[CH:12]=[N:11][C:10]([N:13]4[CH:17]=[CH:16][N:15]=[C:14]4[CH3:18])=[N:9][CH:8]=3)=[O:6])[CH2:20][CH2:21]2)=[O:34])[CH2:39][CH2:38]1. The catalyst class is: 4. (7) The catalyst class is: 269. Reactant: Cl.[Br:2][C:3]1[CH:15]=[CH:14][C:6]([CH2:7][CH:8]2[CH2:13][CH2:12][NH:11][CH2:10][CH2:9]2)=[CH:5][C:4]=1[O:16]CCOC.B(Br)(Br)Br.CO.[CH3:27][C:28]([O:31][C:32](O[C:32]([O:31][C:28]([CH3:30])([CH3:29])[CH3:27])=[O:33])=[O:33])([CH3:30])[CH3:29]. Product: [Br:2][C:3]1[CH:15]=[CH:14][C:6]([CH2:7][CH:8]2[CH2:9][CH2:10][N:11]([C:32]([O:31][C:28]([CH3:30])([CH3:29])[CH3:27])=[O:33])[CH2:12][CH2:13]2)=[CH:5][C:4]=1[OH:16].